Dataset: Full USPTO retrosynthesis dataset with 1.9M reactions from patents (1976-2016). Task: Predict the reactants needed to synthesize the given product. (1) Given the product [Cl:9][C:10]1[C:11]([C:29]2[C:37]3[C:32](=[CH:33][CH:34]=[CH:35][CH:36]=3)[N:31]([CH3:38])[CH:30]=2)=[N:12][C:13]([NH:16][C:17]2[CH:22]=[C:21]([N+:23]([O-:25])=[O:24])[C:20]([N:5]3[CH2:6][CH2:7][C@@H:3]([N:2]([CH3:8])[CH3:1])[CH2:4]3)=[CH:19][C:18]=2[O:27][CH3:28])=[N:14][CH:15]=1, predict the reactants needed to synthesize it. The reactants are: [CH3:1][N:2]([CH3:8])[C@@H:3]1[CH2:7][CH2:6][NH:5][CH2:4]1.[Cl:9][C:10]1[C:11]([C:29]2[C:37]3[C:32](=[CH:33][CH:34]=[CH:35][CH:36]=3)[N:31]([CH3:38])[CH:30]=2)=[N:12][C:13]([NH:16][C:17]2[CH:22]=[C:21]([N+:23]([O-:25])=[O:24])[C:20](F)=[CH:19][C:18]=2[O:27][CH3:28])=[N:14][CH:15]=1. (2) Given the product [CH3:1][C:2]1[C:7]([N:8]2[C:12]3[CH:13]=[CH:14][C:15]([C:17]([F:19])([F:20])[F:18])=[CH:16][C:11]=3[N:10]=[C:9]2[C@H:21]2[CH2:25][CH2:24][CH2:23][O:22]2)=[CH:6][CH:5]=[CH:4][C:3]=1[CH:26]=[O:27], predict the reactants needed to synthesize it. The reactants are: [CH3:1][C:2]1[C:7]([N:8]2[C:12]3[CH:13]=[CH:14][C:15]([C:17]([F:20])([F:19])[F:18])=[CH:16][C:11]=3[N:10]=[C:9]2[C@H:21]2[CH2:25][CH2:24][CH2:23][O:22]2)=[CH:6][CH:5]=[CH:4][C:3]=1[CH2:26][OH:27].CC(OI1(OC(C)=O)(OC(C)=O)OC(=O)C2C=CC=CC1=2)=O.S([O-])([O-])(=O)=S.[Na+].[Na+].C(=O)([O-])O.[Na+]. (3) Given the product [CH2:1]([N:8]1[C:16]2[C:11](=[CH:12][C:13]([C:21]3[CH:22]=[CH:23][C:24]([F:25])=[C:19]([Cl:18])[CH:20]=3)=[CH:14][CH:15]=2)[CH:10]=[CH:9]1)[C:2]1[CH:7]=[CH:6][CH:5]=[CH:4][CH:3]=1, predict the reactants needed to synthesize it. The reactants are: [CH2:1]([N:8]1[C:16]2[C:11](=[CH:12][C:13](Br)=[CH:14][CH:15]=2)[CH:10]=[CH:9]1)[C:2]1[CH:7]=[CH:6][CH:5]=[CH:4][CH:3]=1.[Cl:18][C:19]1[CH:20]=[C:21](B(O)O)[CH:22]=[CH:23][C:24]=1[F:25].ClCCl.C(=O)([O-])[O-].[K+].[K+]. (4) The reactants are: Cl[C:2]1[CH:11]=[CH:10][N:9]=[C:8]2[C:3]=1[CH:4]=[CH:5][C:6]([CH3:12])=[N:7]2.[NH2:13][C:14]1[CH:19]=[C:18]([O:20][CH2:21][C:22]#[N:23])[CH:17]=[CH:16][C:15]=1[S:24][C:25]1[CH:30]=[CH:29][C:28]([NH:31][C:32](=[O:34])[CH3:33])=[CH:27][CH:26]=1. Given the product [C:22]([CH2:21][O:20][C:18]1[CH:17]=[CH:16][C:15]([S:24][C:25]2[CH:30]=[CH:29][C:28]([NH:31][C:32](=[O:34])[CH3:33])=[CH:27][CH:26]=2)=[C:14]([NH:13][C:2]2[C:3]3[C:8](=[N:7][C:6]([CH3:12])=[CH:5][CH:4]=3)[N:9]=[CH:10][CH:11]=2)[CH:19]=1)#[N:23], predict the reactants needed to synthesize it. (5) Given the product [CH2:1]([O:3][C:4](=[O:25])[C:5]([CH3:24])([O:17][C:18]1[CH:23]=[CH:22][CH:21]=[CH:20][CH:19]=1)[CH2:6][C:7]1[CH:12]=[CH:11][C:10]([O:13][CH2:44][CH2:43][C:41]2[N:42]=[C:38]([C:34]3[CH:33]=[C:32]([C:57]4[CH:62]=[CH:61][CH:60]=[CH:59][CH:58]=4)[CH:37]=[CH:36][CH:35]=3)[O:39][C:40]=2[CH3:56])=[C:9]([CH2:14][CH2:15][CH3:16])[CH:8]=1)[CH3:2], predict the reactants needed to synthesize it. The reactants are: [CH2:1]([O:3][C:4](=[O:25])[C:5]([CH3:24])([O:17][C:18]1[CH:23]=[CH:22][CH:21]=[CH:20][CH:19]=1)[CH2:6][C:7]1[CH:12]=[CH:11][C:10]([OH:13])=[C:9]([CH2:14][CH2:15][CH3:16])[CH:8]=1)[CH3:2].C(=O)([O-])[O-].[Cs+].[Cs+].[C:32]1([C:57]2[CH:62]=[CH:61][CH:60]=[CH:59][CH:58]=2)[CH:37]=[CH:36][CH:35]=[C:34]([C:38]2[O:39][C:40]([CH3:56])=[C:41]([CH2:43][CH2:44]OS(C3C=CC(C)=CC=3)(=O)=O)[N:42]=2)[CH:33]=1.